Dataset: Catalyst prediction with 721,799 reactions and 888 catalyst types from USPTO. Task: Predict which catalyst facilitates the given reaction. (1) Reactant: Br[C:2]1[C:3]([F:33])=[CH:4][C:5]2[CH:11]3[CH2:12][CH:9]([CH2:10]3)[N:8]3[C:13]([CH:19]([OH:31])[C:20]4[N:24]([CH:25]5[CH2:30][CH2:29][CH2:28][CH2:27][O:26]5)[N:23]=[CH:22][CH:21]=4)=[C:14]([C:16]([NH2:18])=[O:17])[N:15]=[C:7]3[C:6]=2[CH:32]=1.[C:34]([C:36]1([OH:41])[CH2:40][CH2:39][CH2:38][CH2:37]1)#[CH:35].C(NC(C)C)(C)C. Product: [F:33][C:3]1[C:2]([C:35]#[C:34][C:36]2([OH:41])[CH2:40][CH2:39][CH2:38][CH2:37]2)=[CH:32][C:6]2[C:7]3[N:8]([C:13]([CH:19]([OH:31])[C:20]4[N:24]([CH:25]5[CH2:30][CH2:29][CH2:28][CH2:27][O:26]5)[N:23]=[CH:22][CH:21]=4)=[C:14]([C:16]([NH2:18])=[O:17])[N:15]=3)[CH:9]3[CH2:10][CH:11]([C:5]=2[CH:4]=1)[CH2:12]3. The catalyst class is: 3. (2) Reactant: [ClH:1].C(OCC)(=O)C.C([O:15][C@H:16]1[C@H:20]([O:21][CH3:22])[CH2:19][NH:18][CH2:17]1)C1C=CC=CC=1.[H][H]. Product: [ClH:1].[OH:15][C@H:16]1[C@H:20]([O:21][CH3:22])[CH2:19][NH:18][CH2:17]1. The catalyst class is: 105. (3) The catalyst class is: 16. Product: [Cl:1][C:2]1[CH:3]=[CH:4][C:5]([C:8]([CH:9]([C:10](=[O:12])[CH3:11])[CH2:17][C:18]([O:20][CH3:21])=[O:19])=[O:13])=[CH:6][CH:7]=1. Reactant: [Cl:1][C:2]1[CH:7]=[CH:6][C:5]([C:8](=[O:13])[CH2:9][C:10](=[O:12])[CH3:11])=[CH:4][CH:3]=1.[H-].[Na+].Br[CH2:17][C:18]([O:20][CH3:21])=[O:19]. (4) Reactant: Cl.[NH2:2][OH:3].[F:4][C:5]1[C:10]([F:11])=[CH:9][C:8]([F:12])=[CH:7][C:6]=1[C:13]#[C:14][CH2:15][N:16]1[CH2:21][CH2:20][C@@H:19]([CH2:22][CH2:23][C:24](=O)[C:25]2[C:34]3[C:29](=[CH:30][CH:31]=[C:32]([O:35][CH3:36])[CH:33]=3)[N:28]=[CH:27][CH:26]=2)[C@@H:18]([C:38]([O:40][CH3:41])=[O:39])[CH2:17]1. Product: [F:4][C:5]1[C:10]([F:11])=[CH:9][C:8]([F:12])=[CH:7][C:6]=1[C:13]#[C:14][CH2:15][N:16]1[CH2:21][CH2:20][C@@H:19]([CH2:22][CH2:23][C:24](=[N:2][OH:3])[C:25]2[C:34]3[C:29](=[CH:30][CH:31]=[C:32]([O:35][CH3:36])[CH:33]=3)[N:28]=[CH:27][CH:26]=2)[C@@H:18]([C:38]([O:40][CH3:41])=[O:39])[CH2:17]1. The catalyst class is: 17. (5) Reactant: F[C:2]1[CH:9]=[CH:8][C:7]([C:10]2[CH:11]=[N:12][C:13]([NH:16][CH2:17][C:18]([C:21]3[CH:26]=[CH:25][C:24]([F:27])=[CH:23][CH:22]=3)([CH3:20])[CH3:19])=[N:14][CH:15]=2)=[CH:6][C:3]=1[C:4]#[N:5].[NH2:28][NH2:29]. Product: [F:27][C:24]1[CH:23]=[CH:22][C:21]([C:18]([CH3:20])([CH3:19])[CH2:17][NH:16][C:13]2[N:12]=[CH:11][C:10]([C:7]3[CH:6]=[C:3]4[C:2](=[CH:9][CH:8]=3)[NH:29][N:28]=[C:4]4[NH2:5])=[CH:15][N:14]=2)=[CH:26][CH:25]=1. The catalyst class is: 259. (6) Reactant: [NH2:1][C:2]1[CH:7]=[CH:6][CH:5]=[CH:4][C:3]=1[S:8]([NH2:11])(=[O:10])=[O:9].[Cl:12][C:13]1[CH:18]=[CH:17][C:16]([CH2:19][CH2:20][S:21](Cl)(=[O:23])=[O:22])=[CH:15][CH:14]=1. Product: [Cl:12][C:13]1[CH:14]=[CH:15][C:16]([CH2:19][CH2:20][S:21]([NH:1][C:2]2[CH:7]=[CH:6][CH:5]=[CH:4][C:3]=2[S:8]([NH2:11])(=[O:9])=[O:10])(=[O:23])=[O:22])=[CH:17][CH:18]=1. The catalyst class is: 17. (7) Reactant: [F:1][C:2]1[CH:7]=[CH:6][C:5]([C:8]([C:35]2[CH:40]=[CH:39][C:38]([F:41])=[CH:37][CH:36]=2)=[CH:9][CH2:10][CH2:11][CH2:12][C:13]([N:15]2[CH2:20][CH2:19][N:18]([C:21](=[O:34])[C:22]3[CH:27]=[C:26]([O:28][CH3:29])[C:25]([O:30][CH3:31])=[C:24]([O:32][CH3:33])[CH:23]=3)[CH2:17][CH2:16]2)=[O:14])=[CH:4][CH:3]=1.[BH4-].[Na+].B(F)(F)F.CC[O:50]CC.[OH-].[Na+].OO. Product: [F:1][C:2]1[CH:7]=[CH:6][C:5]([CH:8]([C:35]2[CH:36]=[CH:37][C:38]([F:41])=[CH:39][CH:40]=2)[CH:9]([OH:50])[CH2:10][CH2:11][CH2:12][C:13]([N:15]2[CH2:20][CH2:19][N:18]([C:21](=[O:34])[C:22]3[CH:23]=[C:24]([O:32][CH3:33])[C:25]([O:30][CH3:31])=[C:26]([O:28][CH3:29])[CH:27]=3)[CH2:17][CH2:16]2)=[O:14])=[CH:4][CH:3]=1. The catalyst class is: 20. (8) Reactant: [CH3:1][C:2]1[CH:7]=[C:6]([CH3:8])[N:5]=[C:4]([OH:9])[N:3]=1.[I-].C[N+]1C=CN([C:17](=[O:26])[N:18]([CH3:25])[C:19]2[CH:24]=[CH:23][CH:22]=[CH:21][CH:20]=2)C=1.C(N(CC)CC)C. Product: [CH3:1][C:2]1[CH:7]=[C:6]([CH3:8])[N:5]=[C:4]([O:9][C:17](=[O:26])[N:18]([CH3:25])[C:19]2[CH:24]=[CH:23][CH:22]=[CH:21][CH:20]=2)[N:3]=1. The catalyst class is: 10. (9) Reactant: [Br:1][C:2]1[CH:11]=[C:10]([C:12](=O)[NH2:13])[CH:9]=[CH:8][C:3]=1[C:4]([O:6][CH3:7])=[O:5]. Product: [Br:1][C:2]1[CH:11]=[C:10]([C:12]#[N:13])[CH:9]=[CH:8][C:3]=1[C:4]([O:6][CH3:7])=[O:5]. The catalyst class is: 3.